This data is from Forward reaction prediction with 1.9M reactions from USPTO patents (1976-2016). The task is: Predict the product of the given reaction. (1) Given the reactants N1C=CC=N[CH:2]=1.[CH3:7][O:8][C:9](=[O:35])[CH2:10][C:11]1[CH:16]=[CH:15][C:14]([O:17][C:18]2[C:19]3[CH2:34][CH2:33][CH2:32][C:20]=3[N:21]=[C:22]([C:24]3[CH:29]=[CH:28][C:27]([OH:30])=[C:26]([Br:31])[CH:25]=3)[N:23]=2)=[CH:13][CH:12]=1.C(=O)([O-])[O-].[K+].[K+].IC, predict the reaction product. The product is: [CH3:7][O:8][C:9](=[O:35])[CH2:10][C:11]1[CH:16]=[CH:15][C:14]([O:17][C:18]2[C:19]3[CH2:34][CH2:33][CH2:32][C:20]=3[N:21]=[C:22]([C:24]3[CH:29]=[CH:28][C:27]([O:30][CH3:2])=[C:26]([Br:31])[CH:25]=3)[N:23]=2)=[CH:13][CH:12]=1. (2) Given the reactants Br[C:2]1[C:3]([CH3:14])=[N:4][N:5]([C:7]([O:9][C:10]([CH3:13])([CH3:12])[CH3:11])=[O:8])[CH:6]=1.[CH3:15][C:16]1([CH3:32])[C:20]([CH3:22])([CH3:21])[O:19][B:18]([B:18]2[O:19][C:20]([CH3:22])([CH3:21])[C:16]([CH3:32])([CH3:15])[O:17]2)[O:17]1.C([O-])(=O)C.[K+], predict the reaction product. The product is: [CH3:14][C:3]1[C:2]([B:18]2[O:19][C:20]([CH3:22])([CH3:21])[C:16]([CH3:32])([CH3:15])[O:17]2)=[CH:6][N:5]([C:7]([O:9][C:10]([CH3:13])([CH3:12])[CH3:11])=[O:8])[N:4]=1. (3) Given the reactants [CH3:1][C:2]1([CH3:32])[O:7][C:6](=[O:8])[CH:5]([C:9](=O)[C@@H:10]([NH:22][C:23](=[O:29])[O:24][C:25]([CH3:28])([CH3:27])[CH3:26])[CH2:11][C:12]2[CH:17]=[CH:16][C:15]([C:18]([F:21])([F:20])[F:19])=[CH:14][CH:13]=2)[C:4](=[O:31])[O:3]1.CC(O)=O.[BH4-].[Na+], predict the reaction product. The product is: [CH3:1][C:2]1([CH3:32])[O:3][C:4](=[O:31])[CH:5]([CH2:9][C@@H:10]([NH:22][C:23](=[O:29])[O:24][C:25]([CH3:27])([CH3:26])[CH3:28])[CH2:11][C:12]2[CH:13]=[CH:14][C:15]([C:18]([F:20])([F:21])[F:19])=[CH:16][CH:17]=2)[C:6](=[O:8])[O:7]1. (4) Given the reactants [Cl:1][C:2]1[CH:10]=[C:9]2[C:5]([C:6]([C:11]([N:13]3[CH2:18][CH2:17][C:16]4([C:22]5[CH:23]=[CH:24][CH:25]=[CH:26][C:21]=5[CH2:20][O:19]4)[CH2:15][CH2:14]3)=[O:12])=[CH:7][NH:8]2)=[CH:4][CH:3]=1.Br[CH2:28][C:29]1([F:33])[CH2:32][O:31][CH2:30]1, predict the reaction product. The product is: [Cl:1][C:2]1[CH:10]=[C:9]2[C:5]([C:6]([C:11]([N:13]3[CH2:18][CH2:17][C:16]4([C:22]5[CH:23]=[CH:24][CH:25]=[CH:26][C:21]=5[CH2:20][O:19]4)[CH2:15][CH2:14]3)=[O:12])=[CH:7][N:8]2[CH2:28][C:29]2([F:33])[CH2:32][O:31][CH2:30]2)=[CH:4][CH:3]=1. (5) Given the reactants II.C(Cl)Cl.[NH:6]1[CH:10]=[CH:9]N=[CH:7]1.[I:11][C:12]1[CH:17]=[CH:16][C:15]([C@H:18]([N:20]2[C:24]([C:25]([OH:27])=O)=[CH:23][N:22]=[CH:21]2)[CH3:19])=[CH:14][CH:13]=1.C(NC)C, predict the reaction product. The product is: [CH2:10]([N:6]([CH3:7])[C:25]([C:24]1[N:20]([C@@H:18]([C:15]2[CH:14]=[CH:13][C:12]([I:11])=[CH:17][CH:16]=2)[CH3:19])[CH:21]=[N:22][CH:23]=1)=[O:27])[CH3:9].